Predict the reactants needed to synthesize the given product. From a dataset of Full USPTO retrosynthesis dataset with 1.9M reactions from patents (1976-2016). (1) The reactants are: [O:1]1[C:5]2([CH2:10][CH2:9][CH:8]([NH:11][C:12]3[NH:16][N:15]=[CH:14][CH:13]=3)[CH2:7][CH2:6]2)[O:4][CH2:3][CH2:2]1.N12CCCN=C1CCCCC2.[C:28]([C:30]1[CH:35]=[CH:34][CH:33]=[CH:32][C:31]=1[C:36]1[CH:41]=[CH:40][C:39]([CH2:42][CH:43]([C:49](=O)[CH2:50][CH2:51][CH3:52])[C:44](OCC)=[O:45])=[CH:38][CH:37]=1)#[N:29].C(OCC)(=O)C. Given the product [O:4]1[C:5]2([CH2:6][CH2:7][CH:8]([N:11]3[C:44](=[O:45])[C:43]([CH2:42][C:39]4[CH:40]=[CH:41][C:36]([C:31]5[C:30]([C:28]#[N:29])=[CH:35][CH:34]=[CH:33][CH:32]=5)=[CH:37][CH:38]=4)=[C:49]([CH2:50][CH2:51][CH3:52])[N:16]4[N:15]=[CH:14][CH:13]=[C:12]34)[CH2:9][CH2:10]2)[O:1][CH2:2][CH2:3]1, predict the reactants needed to synthesize it. (2) Given the product [O:1]1[C:5]2[CH:6]=[CH:7][C:8]([CH:10]=[CH:11][C:12]3[C:20]4[C:15](=[CH:16][C:17]([N:21]([CH3:31])[C:22]5[CH:27]=[CH:26][CH:25]=[C:24]([NH2:28])[CH:23]=5)=[CH:18][CH:19]=4)[NH:14][N:13]=3)=[CH:9][C:4]=2[O:3][CH2:2]1, predict the reactants needed to synthesize it. The reactants are: [O:1]1[C:5]2[CH:6]=[CH:7][C:8]([CH:10]=[CH:11][C:12]3[C:20]4[C:15](=[CH:16][C:17]([N:21]([CH3:31])[C:22]5[CH:27]=[CH:26][CH:25]=[C:24]([N+:28]([O-])=O)[CH:23]=5)=[CH:18][CH:19]=4)[N:14](COCC[Si](C)(C)C)[N:13]=3)=[CH:9][C:4]=2[O:3][CH2:2]1.O1C2C=CC(C=CC3C4C(=CC(N(C)C5C=CC=C([N+]([O-])=O)C=5)=CC=4)NN=3)=CC=2OC1. (3) Given the product [C:28]([C:25]1([C:21]2[CH:20]=[C:19]([CH:24]=[CH:23][CH:22]=2)[C:18]([NH:17][C:13]2[CH:12]=[C:11]([CH:16]=[CH:15][CH:14]=2)[O:10][C:7]2[CH:8]=[CH:9][C:4]3[N:5]([CH:31]=[C:2]([NH:1][C:38]([C:33]4[CH:34]=[CH:35][CH:36]=[CH:37][N:32]=4)=[O:39])[N:3]=3)[N:6]=2)=[O:30])[CH2:27][CH2:26]1)#[N:29], predict the reactants needed to synthesize it. The reactants are: [NH2:1][C:2]1[N:3]=[C:4]2[CH:9]=[CH:8][C:7]([O:10][C:11]3[CH:12]=[C:13]([NH:17][C:18](=[O:30])[C:19]4[CH:24]=[CH:23][CH:22]=[C:21]([C:25]5([C:28]#[N:29])[CH2:27][CH2:26]5)[CH:20]=4)[CH:14]=[CH:15][CH:16]=3)=[N:6][N:5]2[CH:31]=1.[N:32]1[CH:37]=[CH:36][CH:35]=[CH:34][C:33]=1[C:38](O)=[O:39].C(Cl)(=O)C(Cl)=O.O1CCCC1. (4) Given the product [Si:43]([O:33][CH:3]([C:1]#[N:2])[CH2:4][C@H:5]1[CH2:16][CH2:15][C:14]2[S:13][C:12]3[N:11]=[CH:10][N:9]=[C:8]([O:17][CH:18]4[CH2:19][CH2:20][CH:21]([N:24]([CH3:32])[C:25](=[O:31])[O:26][C:27]([CH3:30])([CH3:28])[CH3:29])[CH2:22][CH2:23]4)[C:7]=3[C:6]1=2)([C:39]([CH3:42])([CH3:41])[CH3:40])([CH3:45])[CH3:44], predict the reactants needed to synthesize it. The reactants are: [C:1]([CH:3]([OH:33])[CH2:4][C@H:5]1[CH2:16][CH2:15][C:14]2[S:13][C:12]3[N:11]=[CH:10][N:9]=[C:8]([O:17][CH:18]4[CH2:23][CH2:22][CH:21]([N:24]([CH3:32])[C:25](=[O:31])[O:26][C:27]([CH3:30])([CH3:29])[CH3:28])[CH2:20][CH2:19]4)[C:7]=3[C:6]1=2)#[N:2].N1C=CN=C1.[C:39]([Si:43](Cl)([CH3:45])[CH3:44])([CH3:42])([CH3:41])[CH3:40]. (5) Given the product [C:2](=[O:3])([O:4][C:5]1[CH:6]=[CH:7][C:8]([N+:11]([O-:13])=[O:12])=[CH:9][CH:10]=1)[O:26][CH2:25][CH2:24][CH2:23][CH2:22][O:21][Si:14]([C:17]([CH3:19])([CH3:20])[CH3:18])([CH3:16])[CH3:15], predict the reactants needed to synthesize it. The reactants are: Cl[C:2]([O:4][C:5]1[CH:10]=[CH:9][C:8]([N+:11]([O-:13])=[O:12])=[CH:7][CH:6]=1)=[O:3].[Si:14]([O:21][CH2:22][CH2:23][CH2:24][CH2:25][OH:26])([C:17]([CH3:20])([CH3:19])[CH3:18])([CH3:16])[CH3:15].C(N(CC)CC)C.C(=O)([O-])O.[Na+]. (6) Given the product [Br:25][C:26]1[CH:31]=[CH:30][C:29]([C@H:32]2[CH2:37][C@@H:36]([C:38]([F:41])([F:40])[F:39])[N:35]3[N:42]=[CH:43][C:44]([C:45]([OH:47])=[O:46])=[C:34]3[NH:33]2)=[CH:28][CH:27]=1, predict the reactants needed to synthesize it. The reactants are: C(C1C=CC([C@H]2C[C@@H](C(F)(F)F)N3N=CC(C(O)=O)=C3N2)=CC=1)C.[Br:25][C:26]1[CH:31]=[CH:30][C:29]([C@H:32]2[CH2:37][C@@H:36]([C:38]([F:41])([F:40])[F:39])[N:35]3[N:42]=[CH:43][C:44]([C:45]([O:47]CC)=[O:46])=[C:34]3[NH:33]2)=[CH:28][CH:27]=1.[OH-].[K+]. (7) Given the product [NH2:7][C:6]1[CH:8]=[CH:9][C:10]([C:12]2[CH:13]=[CH:14][C:15]3[O:21][CH2:20][CH2:19][N:18]([C:24]4[C:29]([CH:30]([CH3:31])[CH3:32])=[C:28]([CH3:33])[N:27]=[C:26]([NH2:34])[N:25]=4)[CH2:17][C:16]=3[CH:22]=2)=[CH:11][C:5]=1[N+:2]([O-:4])=[O:3], predict the reactants needed to synthesize it. The reactants are: Cl.[N+:2]([C:5]1[CH:11]=[C:10]([C:12]2[CH:13]=[CH:14][C:15]3[O:21][CH2:20][CH2:19][NH:18][CH2:17][C:16]=3[CH:22]=2)[CH:9]=[CH:8][C:6]=1[NH2:7])([O-:4])=[O:3].Cl[C:24]1[C:29]([CH:30]([CH3:32])[CH3:31])=[C:28]([CH3:33])[N:27]=[C:26]([NH2:34])[N:25]=1.C(N(C(C)C)CC)(C)C.O. (8) Given the product [CH3:1][O:2][C:3]1[C:11]2[O:10][CH2:9][O:8][C:7]=2[CH:6]=[C:5]([N+:12]([O-:14])=[O:13])[CH:4]=1, predict the reactants needed to synthesize it. The reactants are: [CH3:1][O:2][C:3]1[C:11]2[O:10][CH2:9][O:8][C:7]=2[CH:6]=[CH:5][CH:4]=1.[N+:12]([O-])([OH:14])=[O:13]. (9) Given the product [C:17]([C:21]1[CH:26]=[CH:25][C:24]([S:27]([NH:1][C:2]2[CH:7]=[CH:6][C:5]([Cl:8])=[CH:4][C:3]=2[C:9]([C:11]2[CH:16]=[CH:15][CH:14]=[CH:13][N:12]=2)=[O:10])(=[O:29])=[O:28])=[CH:23][CH:22]=1)([CH3:20])([CH3:18])[CH3:19], predict the reactants needed to synthesize it. The reactants are: [NH2:1][C:2]1[CH:7]=[CH:6][C:5]([Cl:8])=[CH:4][C:3]=1[C:9]([C:11]1[CH:16]=[CH:15][CH:14]=[CH:13][N:12]=1)=[O:10].[C:17]([C:21]1[CH:26]=[CH:25][C:24]([S:27](Cl)(=[O:29])=[O:28])=[CH:23][CH:22]=1)([CH3:20])([CH3:19])[CH3:18]. (10) Given the product [ClH:1].[CH3:53][O:52][C:44]1[CH:43]=[C:42]([C:39]2[CH:38]=[CH:37][C:36]([C:35]([N:32]3[CH2:31][CH2:30][CH:29]([CH2:28][N:27]([CH3:55])[CH2:26][CH:23]4[CH2:22][CH2:21][N:20]([C:18](=[O:19])[C:17]5[CH:16]=[CH:15][C:14]([C:6]6[CH:5]=[C:4]([O:3][CH3:2])[C:9]([O:10][CH3:11])=[C:8]([O:12][CH3:13])[CH:7]=6)=[CH:57][CH:56]=5)[CH2:25][CH2:24]4)[CH2:34][CH2:33]3)=[O:54])=[CH:41][CH:40]=2)[CH:47]=[C:46]([O:48][CH3:49])[C:45]=1[O:50][CH3:51], predict the reactants needed to synthesize it. The reactants are: [ClH:1].[CH3:2][O:3][C:4]1[CH:5]=[C:6]([C:14]2[CH:57]=[CH:56][C:17]([C:18]([N:20]3[CH2:25][CH2:24][CH:23]([CH2:26][N:27]([CH3:55])[CH2:28][CH:29]4[CH2:34][CH2:33][N:32]([C:35](=[O:54])[C:36]5[CH:41]=[CH:40][C:39]([C:42]6[CH:47]=[C:46]([O:48][CH3:49])[C:45]([O:50][CH3:51])=[C:44]([O:52][CH3:53])[CH:43]=6)=[CH:38][CH:37]=5)[CH2:31][CH2:30]4)[CH2:22][CH2:21]3)=[O:19])=[CH:16][CH:15]=2)[CH:7]=[C:8]([O:12][CH3:13])[C:9]=1[O:10][CH3:11].